The task is: Regression. Given two drug SMILES strings and cell line genomic features, predict the synergy score measuring deviation from expected non-interaction effect.. This data is from NCI-60 drug combinations with 297,098 pairs across 59 cell lines. (1) Drug 1: C1=CC=C(C(=C1)C(C2=CC=C(C=C2)Cl)C(Cl)Cl)Cl. Drug 2: CCN(CC)CCCC(C)NC1=C2C=C(C=CC2=NC3=C1C=CC(=C3)Cl)OC. Cell line: HS 578T. Synergy scores: CSS=0.384, Synergy_ZIP=1.85, Synergy_Bliss=8.28, Synergy_Loewe=-0.628, Synergy_HSA=1.94. (2) Drug 1: C1CCC(CC1)NC(=O)N(CCCl)N=O. Drug 2: CC1=C(C(CCC1)(C)C)C=CC(=CC=CC(=CC(=O)O)C)C. Cell line: 786-0. Synergy scores: CSS=18.2, Synergy_ZIP=-8.03, Synergy_Bliss=0.418, Synergy_Loewe=-1.40, Synergy_HSA=-0.517. (3) Drug 1: CC(C1=C(C=CC(=C1Cl)F)Cl)OC2=C(N=CC(=C2)C3=CN(N=C3)C4CCNCC4)N. Drug 2: C1=CC(=CC=C1CCCC(=O)O)N(CCCl)CCCl. Cell line: HT29. Synergy scores: CSS=10.1, Synergy_ZIP=-8.04, Synergy_Bliss=-2.27, Synergy_Loewe=-7.08, Synergy_HSA=-2.81.